The task is: Regression. Given two drug SMILES strings and cell line genomic features, predict the synergy score measuring deviation from expected non-interaction effect.. This data is from NCI-60 drug combinations with 297,098 pairs across 59 cell lines. (1) Drug 1: C1CCN(CC1)CCOC2=CC=C(C=C2)C(=O)C3=C(SC4=C3C=CC(=C4)O)C5=CC=C(C=C5)O. Drug 2: COC1=CC(=CC(=C1O)OC)C2C3C(COC3=O)C(C4=CC5=C(C=C24)OCO5)OC6C(C(C7C(O6)COC(O7)C8=CC=CS8)O)O. Cell line: CCRF-CEM. Synergy scores: CSS=55.3, Synergy_ZIP=-0.393, Synergy_Bliss=-5.89, Synergy_Loewe=-31.4, Synergy_HSA=-8.05. (2) Drug 1: CC1=CC=C(C=C1)C2=CC(=NN2C3=CC=C(C=C3)S(=O)(=O)N)C(F)(F)F. Drug 2: C1C(C(OC1N2C=C(C(=O)NC2=O)F)CO)O. Cell line: BT-549. Synergy scores: CSS=14.7, Synergy_ZIP=-1.97, Synergy_Bliss=-1.04, Synergy_Loewe=-15.1, Synergy_HSA=-0.717. (3) Drug 1: CCC1(CC2CC(C3=C(CCN(C2)C1)C4=CC=CC=C4N3)(C5=C(C=C6C(=C5)C78CCN9C7C(C=CC9)(C(C(C8N6C)(C(=O)OC)O)OC(=O)C)CC)OC)C(=O)OC)O.OS(=O)(=O)O. Drug 2: CC1C(C(CC(O1)OC2CC(CC3=C2C(=C4C(=C3O)C(=O)C5=CC=CC=C5C4=O)O)(C(=O)C)O)N)O. Cell line: NCI-H460. Synergy scores: CSS=48.3, Synergy_ZIP=-4.75, Synergy_Bliss=-5.92, Synergy_Loewe=-2.15, Synergy_HSA=-1.14. (4) Drug 1: CN1CCC(CC1)COC2=C(C=C3C(=C2)N=CN=C3NC4=C(C=C(C=C4)Br)F)OC. Drug 2: CC1=C2C(C(=O)C3(C(CC4C(C3C(C(C2(C)C)(CC1OC(=O)C(C(C5=CC=CC=C5)NC(=O)OC(C)(C)C)O)O)OC(=O)C6=CC=CC=C6)(CO4)OC(=O)C)O)C)O. Cell line: HCT116. Synergy scores: CSS=25.5, Synergy_ZIP=8.70, Synergy_Bliss=3.38, Synergy_Loewe=-38.8, Synergy_HSA=2.67.